From a dataset of Catalyst prediction with 721,799 reactions and 888 catalyst types from USPTO. Predict which catalyst facilitates the given reaction. Reactant: [NH2:1][CH2:2][CH2:3][C@H:4]([N:6]1[CH2:11][CH2:10][CH:9]([N:12]([C:21]2[CH:26]=[CH:25][C:24]([O:27][CH2:28][CH2:29][O:30][CH3:31])=[CH:23][CH:22]=2)[CH2:13][C:14]2[CH:15]=[N:16][CH:17]=[CH:18][C:19]=2[CH3:20])[CH2:8][CH2:7]1)[CH3:5].CCN=C=NCCCN(C)C.C1C=CC2N(O)N=NC=2C=1.[Cl:53][C:54]1[N:62]=[CH:61][CH:60]=[C:59]([CH3:63])[C:55]=1[C:56](O)=[O:57].CCN(C(C)C)C(C)C. Product: [Cl:53][C:54]1[N:62]=[CH:61][CH:60]=[C:59]([CH3:63])[C:55]=1[C:56]([NH:1][CH2:2][CH2:3][C@H:4]([N:6]1[CH2:11][CH2:10][CH:9]([N:12]([C:21]2[CH:26]=[CH:25][C:24]([O:27][CH2:28][CH2:29][O:30][CH3:31])=[CH:23][CH:22]=2)[CH2:13][C:14]2[CH:15]=[N:16][CH:17]=[CH:18][C:19]=2[CH3:20])[CH2:8][CH2:7]1)[CH3:5])=[O:57]. The catalyst class is: 3.